This data is from Forward reaction prediction with 1.9M reactions from USPTO patents (1976-2016). The task is: Predict the product of the given reaction. (1) Given the reactants [Br:1][C:2]1[CH:10]=[CH:9][C:5]([C:6]([OH:8])=[O:7])=[C:4]([CH3:11])[CH:3]=1.[CH3:12]O, predict the reaction product. The product is: [CH3:12][O:7][C:6](=[O:8])[C:5]1[CH:9]=[CH:10][C:2]([Br:1])=[CH:3][C:4]=1[CH3:11]. (2) The product is: [NH2:8][CH2:9][C:10]1[CH:15]=[CH:14][CH:13]=[CH:12][C:11]=1[CH2:16][C@@H:17]([O:23][C:24]1[C:25]2[C:32]([C:33]3[CH:38]=[CH:37][C:36]([O:39][CH2:40][CH2:41][N:42]4[CH2:47][CH2:46][N:45]([CH3:48])[CH2:44][CH2:43]4)=[C:35]([Cl:49])[C:34]=3[CH3:50])=[C:31]([C:51]3[O:52][CH:53]=[CH:54][CH:55]=3)[S:30][C:26]=2[N:27]=[CH:28][N:29]=1)[C:18]([O:20][CH2:21][CH3:22])=[O:19]. Given the reactants C(OC([NH:8][CH2:9][C:10]1[CH:15]=[CH:14][CH:13]=[CH:12][C:11]=1[CH2:16][C@@H:17]([O:23][C:24]1[C:25]2[C:32]([C:33]3[CH:38]=[CH:37][C:36]([O:39][CH2:40][CH2:41][N:42]4[CH2:47][CH2:46][N:45]([CH3:48])[CH2:44][CH2:43]4)=[C:35]([Cl:49])[C:34]=3[CH3:50])=[C:31]([C:51]3[O:52][CH:53]=[CH:54][CH:55]=3)[S:30][C:26]=2[N:27]=[CH:28][N:29]=1)[C:18]([O:20][CH2:21][CH3:22])=[O:19])=O)(C)(C)C.C(O)(C(F)(F)F)=O, predict the reaction product. (3) Given the reactants [NH:1]1[C:5]([C@H:6]([N:10]2[C@H:15]([C:16]3[CH:21]=[CH:20][C:19]([Cl:22])=[CH:18][CH:17]=3)[C@H:14]([C:23]3[CH:28]=[CH:27][C:26]([Cl:29])=[CH:25][CH:24]=3)[O:13][C@@H:12]([CH2:30][C:31]3[CH:36]=[CH:35][C:34](I)=[C:33]([F:38])[CH:32]=3)[C:11]2=[O:39])[CH2:7][CH2:8][CH3:9])=[N:4][N:3]=[N:2]1.C(O)(=O)CC(CC(O)=O)(C(O)=O)O.[CH3:53][N:54](C=O)C, predict the reaction product. The product is: [NH:1]1[C:5]([C@H:6]([N:10]2[C@H:15]([C:16]3[CH:21]=[CH:20][C:19]([Cl:22])=[CH:18][CH:17]=3)[C@H:14]([C:23]3[CH:28]=[CH:27][C:26]([Cl:29])=[CH:25][CH:24]=3)[O:13][C@@H:12]([CH2:30][C:31]3[CH:36]=[CH:35][C:34]([C:53]#[N:54])=[C:33]([F:38])[CH:32]=3)[C:11]2=[O:39])[CH2:7][CH2:8][CH3:9])=[N:4][N:3]=[N:2]1. (4) Given the reactants [NH:1]1[C:9]2[C:4](=[CH:5][CH:6]=[CH:7][CH:8]=2)[C:3]2([C:13]3=[CH:14][C:15]4[O:19][CH2:18][O:17][C:16]=4[CH:20]=[C:12]3[O:11][CH2:10]2)[C:2]1=[O:21].BrC1C=CC=C2C=1C1(C3=CC4OCOC=4C=C3OC1)C(=O)N2.Br[CH2:45][CH2:46][CH2:47][C:48]([O:50][CH2:51][CH3:52])=[O:49].BrCC1OC(C(F)(F)F)=CC=1, predict the reaction product. The product is: [O:21]=[C:2]1[C:3]2([C:13]3=[CH:14][C:15]4[O:19][CH2:18][O:17][C:16]=4[CH:20]=[C:12]3[O:11][CH2:10]2)[C:4]2[C:9](=[CH:8][CH:7]=[CH:6][CH:5]=2)[N:1]1[CH2:45][CH2:46][CH2:47][C:48]([O:50][CH2:51][CH3:52])=[O:49]. (5) The product is: [CH3:1][C:2]1[CH:11]=[N:10][C:9]2[C:4](=[CH:5][CH:6]=[CH:7][C:8]=2[NH2:12])[N:3]=1. Given the reactants [CH3:1][C:2]1[CH:11]=[N:10][C:9]2[C:4](=[CH:5][CH:6]=[CH:7][C:8]=2[N+:12]([O-])=O)[N:3]=1, predict the reaction product. (6) The product is: [CH3:48][O:12][C:10](=[O:11])[C@@H:9]([NH:13][C:14]([C:16]1[N:17]=[CH:18][C:19]2[C:24]([CH:25]=1)=[CH:23][CH:22]=[C:21]([O:26][C:27]1[CH:32]=[CH:31][C:30]([C:33]([CH3:36])([CH3:35])[CH3:34])=[CH:29][CH:28]=1)[CH:20]=2)=[O:15])[CH2:8][C:5]1[CH:6]=[CH:7][C:2]([C:40]2[CH:41]=[CH:42][C:43]([F:44])=[C:38]([Cl:37])[CH:39]=2)=[CH:3][CH:4]=1. Given the reactants Br[C:2]1[CH:7]=[CH:6][C:5]([CH2:8][C@H:9]([NH:13][C:14]([C:16]2[N:17]=[CH:18][C:19]3[C:24]([CH:25]=2)=[CH:23][CH:22]=[C:21]([O:26][C:27]2[CH:32]=[CH:31][C:30]([C:33]([CH3:36])([CH3:35])[CH3:34])=[CH:29][CH:28]=2)[CH:20]=3)=[O:15])[C:10]([OH:12])=[O:11])=[CH:4][CH:3]=1.[Cl:37][C:38]1[CH:39]=[C:40](B(O)O)[CH:41]=[CH:42][C:43]=1[F:44].[C:48]1(C)C=CC=CC=1, predict the reaction product. (7) Given the reactants [Br-].[Li+].C1(C)C=CC=CC=1[Mg]Br.[CH:12]1([CH:18]([OH:22])[C:19](Cl)=[O:20])[CH2:17][CH2:16][CH2:15][CH2:14][CH2:13]1.C1C[O:26]CC1, predict the reaction product. The product is: [C:12]1([CH:18]([OH:22])[C:19]([OH:26])=[O:20])[CH:17]=[CH:16][CH:15]=[CH:14][CH:13]=1.